From a dataset of Ames mutagenicity test results for genotoxicity prediction. Regression/Classification. Given a drug SMILES string, predict its toxicity properties. Task type varies by dataset: regression for continuous values (e.g., LD50, hERG inhibition percentage) or binary classification for toxic/non-toxic outcomes (e.g., AMES mutagenicity, cardiotoxicity, hepatotoxicity). Dataset: ames. (1) The molecule is O=C(O)Cc1ccc([N+](=O)[O-])cc1. The result is 1 (mutagenic). (2) The compound is O=[N+]([O-])c1ccc2oc3ccc([N+](=O)[O-])cc3c2c1. The result is 1 (mutagenic). (3) The molecule is CCOC(=O)[C@@H](C)C[C@](C)(C[C@H](C[C@@](C)(C[C@@H](C[C@](C)(CC)C(=O)O)C(=O)OCC)C(=O)O)C(=O)OCC)C(=O)O. The result is 1 (mutagenic). (4) The drug is CCCCCN(CCCC)N=O. The result is 1 (mutagenic).